Dataset: Forward reaction prediction with 1.9M reactions from USPTO patents (1976-2016). Task: Predict the product of the given reaction. (1) Given the reactants [H-].[Na+].[Cl:3][C:4]1[C:5](Cl)=[N:6][CH:7]=[C:8]([CH:35]=1)[C:9]([NH:11][C:12]1[S:13][C:14]([N:23]2[CH2:28][CH2:27][N:26]([CH:29]3[CH2:34][CH2:33][CH2:32][CH2:31][CH2:30]3)[CH2:25][CH2:24]2)=[C:15]([C:17]2[S:18][CH:19]=[C:20]([Cl:22])[CH:21]=2)[N:16]=1)=[O:10].C(Cl)(Cl)Cl.[CH2:41]([OH:44])[CH2:42][OH:43], predict the reaction product. The product is: [ClH:3].[Cl:3][C:4]1[C:5]([O:43][CH2:42][CH2:41][OH:44])=[N:6][CH:7]=[C:8]([CH:35]=1)[C:9]([NH:11][C:12]1[S:13][C:14]([N:23]2[CH2:28][CH2:27][N:26]([CH:29]3[CH2:34][CH2:33][CH2:32][CH2:31][CH2:30]3)[CH2:25][CH2:24]2)=[C:15]([C:17]2[S:18][CH:19]=[C:20]([Cl:22])[CH:21]=2)[N:16]=1)=[O:10]. (2) Given the reactants [CH:1](=O)[C:2]1[CH:9]=[CH:8][C:5]([CH:6]=[O:7])=[CH:4][CH:3]=1.[CH3:11][C:12]1[CH:13]=[C:14]([OH:19])[C:15](=[CH:17][CH:18]=1)[OH:16].[OH2:20].C1(C)C=CC(S(O)(=O)=[O:28])=CC=1.[C:32]1(C)[C:33]([CH3:38])=[CH:34][CH:35]=[CH:36][CH:37]=1, predict the reaction product. The product is: [OH:20][C:36]1[C:35]([OH:28])=[CH:34][C:33]([CH3:38])=[CH:32][C:37]=1[C:4]1[C:3]([C:17]2[CH:18]=[C:12]([CH3:11])[CH:13]=[C:14]([OH:19])[C:15]=2[OH:16])=[C:2]([CH3:1])[CH:9]=[CH:8][C:5]=1[CH:6]=[O:7]. (3) Given the reactants C(O[C:6]([N:8]1[CH2:12][C:11](=[N:13][O:14][CH3:15])[CH2:10][C@H:9]1[C:16]([OH:18])=[O:17])=[O:7])(C)(C)C.[C:19]1([C:28]2[CH:33]=[CH:32][CH:31]=[CH:30][CH:29]=2)[CH:24]=[CH:23][C:22](C(Cl)=O)=[CH:21][CH:20]=1.[CH2:34](O)[CH3:35], predict the reaction product. The product is: [C:28]1([C:19]2[CH:20]=[CH:21][CH:22]=[CH:23][CH:24]=2)[CH:29]=[CH:30][C:31]([C:6]([N:8]2[CH2:12][C:11](=[N:13][O:14][CH3:15])[CH2:10][C@H:9]2[C:16]([O:18][CH2:34][CH3:35])=[O:17])=[O:7])=[CH:32][CH:33]=1. (4) The product is: [CH2:13]([O:12][C:9]1[CH:8]=[CH:7][C:6]([CH2:5][CH:4]([S:20][C:21]2[NH:22][C:23]([C:26]3[CH:31]=[CH:30][CH:29]=[CH:28][CH:27]=3)=[CH:24][N:25]=2)[C:3]([OH:32])=[O:2])=[CH:11][CH:10]=1)[C:14]1[CH:19]=[CH:18][CH:17]=[CH:16][CH:15]=1. Given the reactants C[O:2][C:3](=[O:32])[CH:4]([S:20][C:21]1[NH:22][C:23]([C:26]2[CH:31]=[CH:30][CH:29]=[CH:28][CH:27]=2)=[CH:24][N:25]=1)[CH2:5][C:6]1[CH:11]=[CH:10][C:9]([O:12][CH2:13][C:14]2[CH:19]=[CH:18][CH:17]=[CH:16][CH:15]=2)=[CH:8][CH:7]=1.[OH-].[K+].Cl.O, predict the reaction product. (5) Given the reactants I[C:2]1[CH:7]=[CH:6][C:5]([C:8]([N:10]2[CH2:15][CH2:14][O:13][CH2:12][CH2:11]2)=[O:9])=[CH:4][CH:3]=1.[CH3:16][Si:17]([C:20]#[CH:21])([CH3:19])[CH3:18].C(NC(C)C)(C)C, predict the reaction product. The product is: [N:10]1([C:8]([C:5]2[CH:6]=[CH:7][C:2]([C:21]#[C:20][Si:17]([CH3:19])([CH3:18])[CH3:16])=[CH:3][CH:4]=2)=[O:9])[CH2:15][CH2:14][O:13][CH2:12][CH2:11]1. (6) Given the reactants [F:1][C:2]1[CH:17]=[CH:16][C:5]([O:6][CH:7]2[CH2:14][CH:13]3[CH:9]([CH2:10][C:11](=[O:15])[CH2:12]3)[CH2:8]2)=[CH:4][CH:3]=1.[BH4-].[Na+], predict the reaction product. The product is: [F:1][C:2]1[CH:3]=[CH:4][C:5]([O:6][CH:7]2[CH:8]=[C:9]3[CH:13]([CH2:12][CH:11]([OH:15])[CH2:10]3)[CH2:14]2)=[CH:16][CH:17]=1. (7) Given the reactants Br[C:2]1[CH:14]=[CH:13][C:5]([C:6]([O:8][C:9]([CH3:12])([CH3:11])[CH3:10])=[O:7])=[C:4]([F:15])[CH:3]=1.[Li]CCCC.CN([CH:24]=[O:25])C, predict the reaction product. The product is: [F:15][C:4]1[CH:3]=[C:2]([CH:24]=[O:25])[CH:14]=[CH:13][C:5]=1[C:6]([O:8][C:9]([CH3:12])([CH3:11])[CH3:10])=[O:7]. (8) Given the reactants [Cl:1][C:2]1[CH:17]=[CH:16][C:5]([O:6][CH:7]([CH3:15])[CH2:8][CH2:9][O:10]S(C)(=O)=O)=[C:4]([O:18][C:19]2[CH:24]=[CH:23][CH:22]=[CH:21][CH:20]=2)[CH:3]=1.[CH3:25][O:26][C:27](=[O:39])[CH2:28][C:29]([C:32]1[CH:37]=[CH:36][C:35](O)=[CH:34][CH:33]=1)([CH3:31])[CH3:30].C(=O)([O-])[O-].[Cs+].[Cs+], predict the reaction product. The product is: [CH3:25][O:26][C:27](=[O:39])[CH2:28][C:29]([C:32]1[CH:33]=[CH:34][C:35]([O:10][CH2:9][CH2:8][C@H:7]([O:6][C:5]2[CH:16]=[CH:17][C:2]([Cl:1])=[CH:3][C:4]=2[O:18][C:19]2[CH:24]=[CH:23][CH:22]=[CH:21][CH:20]=2)[CH3:15])=[CH:36][CH:37]=1)([CH3:31])[CH3:30]. (9) Given the reactants C([O:3][C:4](=[O:32])[CH2:5][N:6]([C:12]1[CH:17]=[C:16]([Cl:18])[C:15]([O:19][C:20]2[CH:25]=[CH:24][C:23]([OH:26])=[C:22]([CH:27]([CH2:29][CH3:30])[CH3:28])[CH:21]=2)=[C:14]([Cl:31])[CH:13]=1)[C:7]([O:9][CH2:10][CH3:11])=[O:8])C.[OH-].[Na+], predict the reaction product. The product is: [CH:27]([C:22]1[CH:21]=[C:20]([CH:25]=[CH:24][C:23]=1[OH:26])[O:19][C:15]1[C:14]([Cl:31])=[CH:13][C:12]([N:6]([CH2:5][C:4]([OH:32])=[O:3])[C:7]([O:9][CH2:10][CH3:11])=[O:8])=[CH:17][C:16]=1[Cl:18])([CH2:29][CH3:30])[CH3:28]. (10) The product is: [F:1][C:2]1[CH:7]=[CH:6][C:5]([O:8][CH2:15][CH2:14][CH2:13][CH2:12][CH2:11][C:10]#[CH:9])=[CH:4][CH:3]=1. Given the reactants [F:1][C:2]1[CH:7]=[CH:6][C:5]([OH:8])=[CH:4][CH:3]=1.[CH2:9](O)[CH2:10][CH2:11][CH2:12][CH2:13][C:14]#[CH:15].C1(P(C2C=CC=CC=2)C2C=CC=CC=2)C=CC=CC=1, predict the reaction product.